This data is from Forward reaction prediction with 1.9M reactions from USPTO patents (1976-2016). The task is: Predict the product of the given reaction. (1) Given the reactants [F:1][C:2]([F:12])([F:11])[C:3]1[CH:10]=[CH:9][C:6]([CH:7]=O)=[CH:5][CH:4]=1.Cl.[NH2:14][OH:15].[OH-].[K+], predict the reaction product. The product is: [F:1][C:2]([F:12])([F:11])[C:3]1[CH:10]=[CH:9][C:6]([CH:7]=[N:14][OH:15])=[CH:5][CH:4]=1. (2) Given the reactants Cl.O1CCOCC1.CC(OC([NH:15][C:16]1[C:17](=[O:33])[C:18]([CH2:24][NH:25]C(=O)OC(C)(C)C)=[C:19]([CH3:23])[NH:20][C:21]=1[CH3:22])=O)(C)C, predict the reaction product. The product is: [NH2:15][C:16]1[C:17](=[O:33])[C:18]([CH2:24][NH2:25])=[C:19]([CH3:23])[NH:20][C:21]=1[CH3:22]. (3) Given the reactants Cl[C:2]1[CH:7]=[C:6]([C:8]2[S:30][C:11]3=[N:12][C:13]([N:17]4[CH2:22][CH2:21][N:20](C(OC(C)(C)C)=O)[CH2:19][CH2:18]4)=[CH:14][C:15](=[O:16])[N:10]3[N:9]=2)[CH:5]=[CH:4][N:3]=1.CC(OC([NH:38][CH2:39][C:40]([NH2:42])=[O:41])=O)(C)C.CC1(C)C2C(=C(P(C3C=CC=CC=3)C3C=CC=CC=3)C=CC=2)OC2C(P(C3C=CC=CC=3)C3C=CC=CC=3)=CC=CC1=2.C([O-])([O-])=O.[K+].[K+], predict the reaction product. The product is: [NH2:38][CH2:39][C:40]([NH:42][C:2]1[CH:7]=[C:6]([C:8]2[S:30][C:11]3=[N:12][C:13]([N:17]4[CH2:22][CH2:21][NH:20][CH2:19][CH2:18]4)=[CH:14][C:15](=[O:16])[N:10]3[N:9]=2)[CH:5]=[CH:4][N:3]=1)=[O:41]. (4) Given the reactants [C:1]([O:7][CH2:8][CH3:9])(=[O:6])[CH2:2][C:3]([CH3:5])=[O:4].C([O-])([O-])=O.[K+].[K+].Br[CH2:17][CH:18]([CH3:20])[CH3:19], predict the reaction product. The product is: [CH2:8]([O:7][C:1](=[O:6])[CH:2]([C:3](=[O:4])[CH3:5])[CH2:17][CH:18]([CH3:20])[CH3:19])[CH3:9]. (5) Given the reactants C([NH:8][C:9]1[C:10]2[CH:25]=[N:24][N:23]([CH2:26][CH3:27])[C:11]=2[N:12]=[CH:13][C:14]=1[C:15]1[CH2:22][C:18]2([CH2:21][CH2:20][CH2:19]2)[O:17][N:16]=1)C1C=CC=CC=1, predict the reaction product. The product is: [CH2:26]([N:23]1[C:11]2[N:12]=[CH:13][C:14]([C:15]3[CH2:22][C:18]4([CH2:19][CH2:20][CH2:21]4)[O:17][N:16]=3)=[C:9]([NH2:8])[C:10]=2[CH:25]=[N:24]1)[CH3:27].